From a dataset of Forward reaction prediction with 1.9M reactions from USPTO patents (1976-2016). Predict the product of the given reaction. (1) Given the reactants [CH2:1]([NH:8][C:9]([N:11]1[C@H:16]2[CH2:17][N:18]([CH2:30][C:31]3[CH:36]=[CH:35][CH:34]=[C:33](F)[N:32]=3)[C:19](=[O:29])[C@H:20]([CH2:21][C:22]3[CH:27]=[CH:26][C:25]([OH:28])=[CH:24][CH:23]=3)[N:15]2[C:14](=[O:38])[CH2:13][N:12]1[CH2:39][CH:40]=[CH2:41])=[O:10])[C:2]1[CH:7]=[CH:6][CH:5]=[CH:4][CH:3]=1.CN1C(=O)CCC1.[NH:49]1[CH2:52][CH:51]([N:53]2[CH2:58][CH2:57][N:56]([CH2:59][CH3:60])[CH2:55][CH2:54]2)[CH2:50]1.C(C1C=CC=CC=1)C1C=CC=CC=1, predict the reaction product. The product is: [CH2:1]([NH:8][C:9]([N:11]1[C@H:16]2[CH2:17][N:18]([CH2:30][C:31]3[CH:36]=[CH:35][CH:34]=[C:33]([N:49]4[CH2:52][CH:51]([N:53]5[CH2:58][CH2:57][N:56]([CH2:59][CH3:60])[CH2:55][CH2:54]5)[CH2:50]4)[N:32]=3)[C:19](=[O:29])[C@H:20]([CH2:21][C:22]3[CH:27]=[CH:26][C:25]([OH:28])=[CH:24][CH:23]=3)[N:15]2[C:14](=[O:38])[CH2:13][N:12]1[CH2:39][CH:40]=[CH2:41])=[O:10])[C:2]1[CH:7]=[CH:6][CH:5]=[CH:4][CH:3]=1. (2) Given the reactants [Cl:1][C:2]1[S:6][C:5]([C:7]([NH:9][CH2:10][C:11]2[CH:15]=[CH:14][N:13]([C:16]3[CH:21]=[CH:20][C:19](I)=[CH:18][CH:17]=3)[N:12]=2)=[O:8])=[CH:4][CH:3]=1.[OH:23][C:24]1[CH:29]=[CH:28][CH:27]=[CH:26][N:25]=1.OC1C=CC=C2C=1N=CC=C2.C([O-])([O-])=O.[K+].[K+], predict the reaction product. The product is: [Cl:1][C:2]1[S:6][C:5]([C:7]([NH:9][CH2:10][C:11]2[CH:15]=[CH:14][N:13]([C:16]3[CH:21]=[CH:20][C:19]([N:25]4[CH:26]=[CH:27][CH:28]=[CH:29][C:24]4=[O:23])=[CH:18][CH:17]=3)[N:12]=2)=[O:8])=[CH:4][CH:3]=1. (3) Given the reactants [C-:1]#[N:2].[Na+].[NH2:4][C:5]1[CH:10]=[CH:9][C:8]([OH:11])=[C:7]([F:12])[CH:6]=1.[C:13]1(=O)[CH2:16][CH2:15][CH2:14]1.[OH-].[Na+], predict the reaction product. The product is: [F:12][C:7]1[CH:6]=[C:5]([NH:4][C:13]2([C:1]#[N:2])[CH2:16][CH2:15][CH2:14]2)[CH:10]=[CH:9][C:8]=1[OH:11]. (4) Given the reactants [NH2:1][C:2]1[CH:9]=[C:8]([O:10][CH3:11])[C:7]([OH:12])=[CH:6][C:3]=1[C:4]#[N:5].[Cl:13][C:14]1[CH:15]=[C:16]([CH:18]=[CH:19][C:20]=1[F:21])N.CO[CH:24](OC)[N:25](C)C.C1(C)C=CC=CC=1, predict the reaction product. The product is: [Cl:13][C:14]1[CH:15]=[C:16]([NH:5][C:4]2[C:3]3[C:2](=[CH:9][C:8]([O:10][CH3:11])=[C:7]([OH:12])[CH:6]=3)[N:1]=[CH:24][N:25]=2)[CH:18]=[CH:19][C:20]=1[F:21]. (5) Given the reactants [NH:1]1[CH2:6][CH2:5][CH:4]([C:7]2[CH:15]=[CH:14][C:10]([C:11]([NH2:13])=[O:12])=[CH:9][CH:8]=2)[CH2:3][CH2:2]1.C=O.[C:18](O)(=O)C.O([BH-](OC(C)=O)OC(C)=O)C(C)=O.[Na+], predict the reaction product. The product is: [CH3:18][N:1]1[CH2:6][CH2:5][CH:4]([C:7]2[CH:15]=[CH:14][C:10]([C:11]([NH2:13])=[O:12])=[CH:9][CH:8]=2)[CH2:3][CH2:2]1. (6) Given the reactants [C:1]([O:7][CH2:8][CH3:9])(=[O:6])[CH2:2][C:3]([CH3:5])=O.C[C:11]1([CH3:19])[O:16]C(=O)CC(=O)O1.[C:20]([O-])(=O)[CH3:21].[NH4+:24].[CH3:25][CH:26]([CH3:30])CC=O, predict the reaction product. The product is: [CH2:5]([CH:3]1[CH2:19][C:11](=[O:16])[NH:24][C:20]([CH3:21])=[C:2]1[C:1]([O:7][CH2:8][CH3:9])=[O:6])[CH:26]([CH3:30])[CH3:25]. (7) The product is: [CH3:1][C:2]1([CH3:42])[O:6][C@@H:5]([CH2:7][CH2:8][NH:9][C:10]([CH:12]2[CH2:16][C:15]([C:27]3[CH:32]=[CH:31][C:30]([Cl:33])=[CH:29][C:28]=3[F:34])([C:25]#[N:26])[CH2:14][NH:13]2)=[O:11])[CH2:4][O:3]1. Given the reactants [CH3:1][C:2]1([CH3:42])[O:6][C@@H:5]([CH2:7][CH2:8][NH:9][C:10]([CH:12]2[CH:16](C3C=CC=C(Cl)C=3F)[C:15]([C:27]3[CH:32]=[CH:31][C:30]([Cl:33])=[CH:29][C:28]=3[F:34])([C:25]#[N:26])[CH:14](CC(C)(C)CCN)[NH:13]2)=[O:11])[CH2:4][O:3]1.C(N(CC)CC)C.C(Cl)(=O)C.O, predict the reaction product.